From a dataset of Catalyst prediction with 721,799 reactions and 888 catalyst types from USPTO. Predict which catalyst facilitates the given reaction. (1) Reactant: [CH:1]([C@@H:4]1[CH2:8][CH2:7][NH:6][C@H:5]1[C:9]([OH:11])=[O:10])([CH3:3])[CH3:2].O1CCOCC1.[CH3:18][C:19]([O:22][C:23](O[C:23]([O:22][C:19]([CH3:21])([CH3:20])[CH3:18])=[O:24])=[O:24])([CH3:21])[CH3:20]. Product: [C:19]([O:22][C:23]([N:6]1[CH2:7][CH2:8][CH:4]([CH:1]([CH3:3])[CH3:2])[CH:5]1[C:9]([OH:11])=[O:10])=[O:24])([CH3:21])([CH3:20])[CH3:18]. The catalyst class is: 801. (2) Reactant: [CH3:1][Mg]Br.[CH:4]([C:6]1[C:14]2[O:13][CH2:12][CH:11]([C:15]3[CH:20]=[CH:19][C:18]([CH:21]([CH3:23])[CH3:22])=[CH:17][CH:16]=3)[C:10]=2[C:9]([CH3:24])=[C:8]([NH:25][C:26](=[O:32])[CH2:27][C:28]([CH3:31])([CH3:30])[CH3:29])[C:7]=1[CH3:33])=[O:5]. Product: [OH:5][CH:4]([C:6]1[C:14]2[O:13][CH2:12][CH:11]([C:15]3[CH:20]=[CH:19][C:18]([CH:21]([CH3:23])[CH3:22])=[CH:17][CH:16]=3)[C:10]=2[C:9]([CH3:24])=[C:8]([NH:25][C:26](=[O:32])[CH2:27][C:28]([CH3:31])([CH3:30])[CH3:29])[C:7]=1[CH3:33])[CH3:1]. The catalyst class is: 6. (3) Reactant: [CH3:1][C:2]1[C:11]2[C:6](=[CH:7][C:8]([O:12][CH2:13][O:14][CH2:15][CH2:16][Si:17]([CH3:20])([CH3:19])[CH3:18])=[CH:9][CH:10]=2)[O:5][C:4](=[O:21])[CH:3]=1.CC(C[AlH]CC(C)C)C. Product: [CH3:1][C:2]1[C:11]2[C:6](=[CH:7][C:8]([O:12][CH2:13][O:14][CH2:15][CH2:16][Si:17]([CH3:20])([CH3:19])[CH3:18])=[CH:9][CH:10]=2)[O:5][CH:4]([OH:21])[CH:3]=1. The catalyst class is: 11. (4) Reactant: C(OC([NH:8][C@H:9]([C:14]([NH:16][C@@H:17]1[C:23](=[O:24])[NH:22][C:21]2[CH:25]=[CH:26][CH:27]=[CH:28][C:20]=2[O:19][C@@H:18]1[C:29]1[CH:34]=[CH:33][CH:32]=[CH:31][CH:30]=1)=[O:15])[CH2:10][CH:11]([CH3:13])[CH3:12])=O)(C)(C)C.FC(F)(F)C(O)=O. Product: [O:24]=[C:23]1[NH:22][C:21]2[CH:25]=[CH:26][CH:27]=[CH:28][C:20]=2[O:19][C@H:18]([C:29]2[CH:34]=[CH:33][CH:32]=[CH:31][CH:30]=2)[C@@H:17]1[NH:16][C:14](=[O:15])[C@H:9]([CH2:10][CH:11]([CH3:12])[CH3:13])[NH2:8]. The catalyst class is: 4. (5) Reactant: C([N:4]1[C:12]2[C:7](=[CH:8][CH:9]=[C:10]([I:13])[CH:11]=2)[C:6]([CH3:15])([CH3:14])[CH2:5]1)(=O)C.[ClH:16]. Product: [I:13][C:10]1[CH:11]=[C:12]2[C:7]([C:6]([CH3:15])([CH3:14])[CH2:5][NH:4]2)=[CH:8][CH:9]=1.[ClH:16].[I:13][C:10]1[CH:11]=[C:12]2[C:7]([C:6]([CH3:15])([CH3:14])[CH2:5][NH:4]2)=[CH:8][CH:9]=1. The catalyst class is: 5. (6) Reactant: C(OC(=O)C)(=O)C.[O:8]=[C:9]1[C:17]2[C:12](=[CH:13][CH:14]=[CH:15][CH:16]=2)[C:11](=[O:18])[N:10]1[CH2:19][C:20]1[CH:25]=[CH:24][C:23](OC(=S)C)=[CH:22][CH:21]=1.[S:30](Cl)(Cl)(=[O:32])=O.[CH3:35][NH2:36].[Cl-].[Na+]. Product: [CH3:35][NH:36][S:30]([C:23]1[CH:24]=[CH:25][C:20]([CH2:19][N:10]2[C:9](=[O:8])[C:17]3[C:12](=[CH:13][CH:14]=[CH:15][CH:16]=3)[C:11]2=[O:18])=[CH:21][CH:22]=1)=[O:32]. The catalyst class is: 4. (7) Reactant: [Cl:1][C:2]1[CH:3]=[C:4]([CH:6]=[C:7]([Cl:9])[CH:8]=1)[NH2:5].[CH2:10]([C:12](=O)[C:13]([O-:15])=[O:14])[CH3:11].[Cl:17][C:18]1[CH:25]=[CH:24][C:21](C=C)=[CH:20][CH:19]=1.F[C:27](F)(F)[C:28](O)=O. Product: [CH2:27]([O:15][C:13]([CH:12]1[CH2:10][CH:11]([C:21]2[CH:24]=[CH:25][C:18]([Cl:17])=[CH:19][CH:20]=2)[C:3]2[C:4](=[CH:6][C:7]([Cl:9])=[CH:8][C:2]=2[Cl:1])[NH:5]1)=[O:14])[CH3:28]. The catalyst class is: 10. (8) Reactant: [Cl:1][C:2]1[CH:38]=[CH:37][C:5]([O:6][C:7]2[CH:12]=[CH:11][C:10]([NH:13][CH:14]([C:27]3[CH:32]=[CH:31][CH:30]=[C:29]([C:33]([F:36])([F:35])[F:34])[CH:28]=3)[CH2:15][NH:16]S(C3C=CC(C)=CC=3)(=O)=O)=[CH:9][CH:8]=2)=[CH:4][CH:3]=1.C1(O)C=CC=CC=1.Br. Product: [Cl:1][C:2]1[CH:3]=[CH:4][C:5]([O:6][C:7]2[CH:12]=[CH:11][C:10]([NH:13][CH:14]([C:27]3[CH:32]=[CH:31][CH:30]=[C:29]([C:33]([F:34])([F:35])[F:36])[CH:28]=3)[CH2:15][NH2:16])=[CH:9][CH:8]=2)=[CH:37][CH:38]=1. The catalyst class is: 15.